Dataset: Reaction yield outcomes from USPTO patents with 853,638 reactions. Task: Predict the reaction yield, written as a fraction of the theoretical maximum amount of product (1.0 means a 100% yield; for example, 0.34 means a 34% yield). (1) The reactants are [CH2:1]([C:3]1[C:4]([O:16]C)=[N:5][C:6]([CH3:15])=[C:7]([C:9]2[N:13]=[C:12]([CH3:14])[NH:11][N:10]=2)[CH:8]=1)[CH3:2].[I-].[Na+].Cl[Si](C)(C)C. The catalyst is C(#N)C. The product is [CH2:1]([C:3]1[C:4](=[O:16])[NH:5][C:6]([CH3:15])=[C:7]([C:9]2[NH:10][N:11]=[C:12]([CH3:14])[N:13]=2)[CH:8]=1)[CH3:2]. The yield is 0.500. (2) The reactants are [OH:1][C:2]1[NH:3][C:4]2[C:9]([C:10]=1[C:11]1[CH:16]=[CH:15][C:14]([CH2:17][N:18]3[CH2:23][CH2:22][O:21][CH2:20][CH2:19]3)=[CH:13][N:12]=1)=[CH:8][C:7]([C:24](OC)=[O:25])=[CH:6][CH:5]=2.[ClH:28].[NH2:29][CH2:30][CH2:31][S:32]([CH3:35])(=[O:34])=[O:33]. The catalyst is C(=O)([O-])O.[Na+]. The product is [ClH:28].[OH:1][C:2]1[NH:3][C:4]2[C:9]([C:10]=1[C:11]1[CH:16]=[CH:15][C:14]([CH2:17][N:18]3[CH2:19][CH2:20][O:21][CH2:22][CH2:23]3)=[CH:13][N:12]=1)=[CH:8][C:7]([C:24]([NH:29][CH2:30][CH2:31][S:32]([CH3:35])(=[O:34])=[O:33])=[O:25])=[CH:6][CH:5]=2. The yield is 0.360. (3) The reactants are [C:1]([O:5][C:6]([NH:8][C@H:9]([CH2:30][O:31][C:32]1[CH:37]=[CH:36][C:35]([C:38]#[N:39])=[CH:34][CH:33]=1)[CH2:10][N:11]1[CH2:18][CH:17]2[O:19][CH:13]([CH2:14][N:15](C(OCC3C=CC=CC=3)=O)[CH2:16]2)[CH2:12]1)=[O:7])([CH3:4])([CH3:3])[CH3:2].[H][H]. The catalyst is C(O)C.[Pd]. The product is [C:38]([C:35]1[CH:34]=[CH:33][C:32]([O:31][CH2:30][C@@H:9]([NH:8][C:6](=[O:7])[O:5][C:1]([CH3:3])([CH3:4])[CH3:2])[CH2:10][N:11]2[CH2:18][CH:17]3[O:19][CH:13]([CH2:14][NH:15][CH2:16]3)[CH2:12]2)=[CH:37][CH:36]=1)#[N:39]. The yield is 0.750.